From a dataset of Catalyst prediction with 721,799 reactions and 888 catalyst types from USPTO. Predict which catalyst facilitates the given reaction. (1) Reactant: Cl[C:2]1[N:3]=[C:4]([N:17]2[CH2:22][CH2:21][O:20][CH2:19][CH2:18]2)[C:5]2[N:11]=[C:10]([C:12]([O:14][CH3:15])=[O:13])[CH:9]=[C:8]([Cl:16])[C:6]=2[N:7]=1.[NH:23]1[CH:27]=[CH:26][N:25]=[CH:24]1.C([O-])([O-])=O.[K+].[K+]. Product: [Cl:16][C:8]1[C:6]2[N:7]=[C:2]([N:23]3[CH:27]=[CH:26][N:25]=[CH:24]3)[N:3]=[C:4]([N:17]3[CH2:22][CH2:21][O:20][CH2:19][CH2:18]3)[C:5]=2[N:11]=[C:10]([C:12]([O:14][CH3:15])=[O:13])[CH:9]=1. The catalyst class is: 44. (2) Reactant: [C:1](O)(=O)/[CH:2]=[CH:3]/[C:4]([OH:6])=O.[C:9]1([CH:15]2[CH2:21][CH2:20][CH2:19][CH2:18][NH:17][CH2:16]2)[CH:14]=[CH:13][CH:12]=[CH:11][CH:10]=1.C(C1C=CC(O[C:29]2[CH:37]=[CH:36][C:32]([C:33]([NH2:35])=[O:34])=[CH:31][N:30]=2)=CC=1)=O.[C:40](O[BH-](OC(=O)C)OC(=O)C)(=O)[CH3:41].[Na+].[C:54](O)(=O)C. Product: [C:9]1([CH:15]2[CH2:21][CH2:20][CH2:19][CH2:18][N:17]([CH2:54][C:1]3[CH:2]=[CH:3][C:4]([O:6][C:31]4[N:30]=[CH:29][CH:37]=[CH:36][C:32]=4[C:33]([NH2:35])=[O:34])=[CH:41][CH:40]=3)[CH2:16]2)[CH:14]=[CH:13][CH:12]=[CH:11][CH:10]=1. The catalyst class is: 26. (3) Reactant: [NH:1]1[C:5]2[CH2:6][CH2:7][CH2:8][CH2:9][CH2:10][C:4]=2[CH:3]=[N:2]1.[OH-].[K+].[I:13]I. Product: [I:13][C:3]1[C:4]2[CH2:10][CH2:9][CH2:8][CH2:7][CH2:6][C:5]=2[NH:1][N:2]=1. The catalyst class is: 3. (4) The catalyst class is: 108. Reactant: Br[C:2]1[C:7](=[O:8])[CH:6]=[CH:5][N:4]([C:9]2[CH:14]=[CH:13][CH:12]=[C:11]([C:15]([F:18])([F:17])[F:16])[CH:10]=2)[N:3]=1.[C:19]1([C:25]2[S:26][CH:27]=[CH:28][C:29]=2B(O)O)[CH:24]=[CH:23][CH:22]=[CH:21][CH:20]=1.C([O-])([O-])=O.[Na+].[Na+]. Product: [C:19]1([C:25]2[S:26][CH:27]=[CH:28][C:29]=2[C:2]2[C:7](=[O:8])[CH:6]=[CH:5][N:4]([C:9]3[CH:14]=[CH:13][CH:12]=[C:11]([C:15]([F:18])([F:17])[F:16])[CH:10]=3)[N:3]=2)[CH:20]=[CH:21][CH:22]=[CH:23][CH:24]=1. (5) Reactant: [N:1]([CH:4]1[C:14]2[C:9](=[N:10][CH:11]=[CH:12][CH:13]=2)[CH2:8][CH2:7][C:6]2[CH:15]=[CH:16][CH:17]=[CH:18][C:5]1=2)=[C:2]=[S:3].[Cl:19][C:20]1[CH:21]=[C:22]([C:28]([OH:30])=[O:29])[CH:23]=[N:24][C:25]=1[NH:26][NH2:27]. Product: [Cl:19][C:20]1[CH:21]=[C:22]([C:28]([OH:30])=[O:29])[CH:23]=[N:24][C:25]=1[NH:26][NH:27][C:2]([NH:1][CH:4]1[C:14]2[C:9](=[N:10][CH:11]=[CH:12][CH:13]=2)[CH2:8][CH2:7][C:6]2[CH:15]=[CH:16][CH:17]=[CH:18][C:5]1=2)=[S:3]. The catalyst class is: 44.